This data is from Reaction yield outcomes from USPTO patents with 853,638 reactions. The task is: Predict the reaction yield, written as a fraction of the theoretical maximum amount of product (1.0 means a 100% yield; for example, 0.34 means a 34% yield). (1) The reactants are C([O:8][C:9]1[CH:10]=[CH:11][C:12]([C@@H:20]([O:30][Si:31]([C:34]([CH3:37])([CH3:36])[CH3:35])([CH3:33])[CH3:32])[CH2:21][NH:22]CC2C=CC=CC=2)=[C:13]2[C:18]=1[NH:17][C:16](=[O:19])[CH:15]=[CH:14]2)C1C=CC=CC=1.[C:38]([OH:41])(=[O:40])[CH3:39]. The catalyst is CO. The product is [C:38]([OH:41])(=[O:40])[CH3:39].[NH2:22][CH2:21][C@@H:20]([C:12]1[CH:11]=[CH:10][C:9]([OH:8])=[C:18]2[C:13]=1[CH:14]=[CH:15][C:16](=[O:19])[NH:17]2)[O:30][Si:31]([C:34]([CH3:37])([CH3:36])[CH3:35])([CH3:33])[CH3:32]. The yield is 0.850. (2) The reactants are [Cl:1]N1C(=O)CCC1=O.[NH2:9][C:10]1[CH:18]=[CH:17][CH:16]=[C:15]2[C:11]=1[CH:12]=[N:13][N:14]2[C:19](=[O:21])[CH3:20].O. The catalyst is C1C=CC=CC=1. The product is [NH2:9][C:10]1[C:18]([Cl:1])=[CH:17][CH:16]=[C:15]2[C:11]=1[CH:12]=[N:13][N:14]2[C:19](=[O:21])[CH3:20].[NH2:9][C:10]1[CH:18]=[CH:17][C:16]([Cl:1])=[C:15]2[C:11]=1[CH:12]=[N:13][N:14]2[C:19](=[O:21])[CH3:20]. The yield is 0.660.